This data is from Forward reaction prediction with 1.9M reactions from USPTO patents (1976-2016). The task is: Predict the product of the given reaction. Given the reactants [CH:1]([C:4]1[CH:17]=[CH:16][C:7]([C:8]([CH:10]2[CH2:15][CH2:14][NH:13][CH2:12][CH2:11]2)=[O:9])=[CH:6][CH:5]=1)([CH3:3])[CH3:2].C(=O)([O-])[O-].[K+].[K+].[CH2:24](Br)[C:25]1[CH:30]=[CH:29][CH:28]=[CH:27][CH:26]=1.O, predict the reaction product. The product is: [CH2:24]([N:13]1[CH2:14][CH2:15][CH:10]([C:8](=[O:9])[C:7]2[CH:16]=[CH:17][C:4]([CH:1]([CH3:3])[CH3:2])=[CH:5][CH:6]=2)[CH2:11][CH2:12]1)[C:25]1[CH:30]=[CH:29][CH:28]=[CH:27][CH:26]=1.